Dataset: Reaction yield outcomes from USPTO patents with 853,638 reactions. Task: Predict the reaction yield, written as a fraction of the theoretical maximum amount of product (1.0 means a 100% yield; for example, 0.34 means a 34% yield). (1) The reactants are Br[C:2]1[CH:9]=[CH:8][CH:7]=[CH:6][C:3]=1[CH:4]=[O:5].[Br:10][C:11]1[CH:16]=[CH:15][C:14]([S:17]([O-:19])=[O:18])=[CH:13][CH:12]=1.[Na+].CN(C)CCN.O. The catalyst is CS(C)=O. The product is [Br:10][C:11]1[CH:16]=[CH:15][C:14]([S:17]([C:2]2[CH:9]=[CH:8][CH:7]=[CH:6][C:3]=2[CH:4]=[O:5])(=[O:19])=[O:18])=[CH:13][CH:12]=1. The yield is 0.550. (2) The reactants are CC(C)([O-])C.[K+].[NH:7]1[CH:11]=[CH:10][CH:9]=[C:8]1[C:12]([O:14][CH3:15])=[O:13].Br[CH2:17][C:18]([C:20]1[CH:25]=[CH:24][C:23]([O:26][CH:27]([F:29])[F:28])=[CH:22][CH:21]=1)=[O:19]. The catalyst is CN(C=O)C.CCOC(C)=O.O. The product is [F:28][CH:27]([F:29])[O:26][C:23]1[CH:22]=[CH:21][C:20]([C:18](=[O:19])[CH2:17][N:7]2[CH:11]=[CH:10][CH:9]=[C:8]2[C:12]([O:14][CH3:15])=[O:13])=[CH:25][CH:24]=1. The yield is 0.380.